Task: Regression. Given two drug SMILES strings and cell line genomic features, predict the synergy score measuring deviation from expected non-interaction effect.. Dataset: NCI-60 drug combinations with 297,098 pairs across 59 cell lines (1) Drug 1: C1CN1C2=NC(=NC(=N2)N3CC3)N4CC4. Drug 2: C1CCC(C(C1)N)N.C(=O)(C(=O)[O-])[O-].[Pt+4]. Cell line: OVCAR3. Synergy scores: CSS=18.8, Synergy_ZIP=-2.97, Synergy_Bliss=2.97, Synergy_Loewe=0.537, Synergy_HSA=5.27. (2) Drug 1: CCC1(CC2CC(C3=C(CCN(C2)C1)C4=CC=CC=C4N3)(C5=C(C=C6C(=C5)C78CCN9C7C(C=CC9)(C(C(C8N6C=O)(C(=O)OC)O)OC(=O)C)CC)OC)C(=O)OC)O.OS(=O)(=O)O. Drug 2: CCN(CC)CCNC(=O)C1=C(NC(=C1C)C=C2C3=C(C=CC(=C3)F)NC2=O)C. Cell line: HOP-92. Synergy scores: CSS=21.7, Synergy_ZIP=-1.48, Synergy_Bliss=2.48, Synergy_Loewe=-2.30, Synergy_HSA=3.90. (3) Drug 1: CC1=C(C=C(C=C1)NC(=O)C2=CC=C(C=C2)CN3CCN(CC3)C)NC4=NC=CC(=N4)C5=CN=CC=C5. Drug 2: CCN(CC)CCNC(=O)C1=C(NC(=C1C)C=C2C3=C(C=CC(=C3)F)NC2=O)C. Cell line: ACHN. Synergy scores: CSS=0.902, Synergy_ZIP=0.556, Synergy_Bliss=0.0897, Synergy_Loewe=-5.03, Synergy_HSA=-3.15. (4) Drug 1: C1=CC=C(C=C1)NC(=O)CCCCCCC(=O)NO. Drug 2: COCCOC1=C(C=C2C(=C1)C(=NC=N2)NC3=CC=CC(=C3)C#C)OCCOC.Cl. Cell line: COLO 205. Synergy scores: CSS=-2.37, Synergy_ZIP=7.35, Synergy_Bliss=6.49, Synergy_Loewe=-3.44, Synergy_HSA=-3.01. (5) Drug 1: CS(=O)(=O)C1=CC(=C(C=C1)C(=O)NC2=CC(=C(C=C2)Cl)C3=CC=CC=N3)Cl. Drug 2: CC1=C(N=C(N=C1N)C(CC(=O)N)NCC(C(=O)N)N)C(=O)NC(C(C2=CN=CN2)OC3C(C(C(C(O3)CO)O)O)OC4C(C(C(C(O4)CO)O)OC(=O)N)O)C(=O)NC(C)C(C(C)C(=O)NC(C(C)O)C(=O)NCCC5=NC(=CS5)C6=NC(=CS6)C(=O)NCCC[S+](C)C)O. Cell line: UO-31. Synergy scores: CSS=54.3, Synergy_ZIP=8.27, Synergy_Bliss=11.0, Synergy_Loewe=11.6, Synergy_HSA=13.1. (6) Drug 1: C1CN1P(=S)(N2CC2)N3CC3. Drug 2: C(=O)(N)NO. Cell line: A549. Synergy scores: CSS=20.2, Synergy_ZIP=-11.3, Synergy_Bliss=-3.80, Synergy_Loewe=-21.4, Synergy_HSA=-2.35. (7) Drug 1: CC(C1=C(C=CC(=C1Cl)F)Cl)OC2=C(N=CC(=C2)C3=CN(N=C3)C4CCNCC4)N. Drug 2: CC1=C(C(CCC1)(C)C)C=CC(=CC=CC(=CC(=O)O)C)C. Cell line: HOP-92. Synergy scores: CSS=7.39, Synergy_ZIP=-3.39, Synergy_Bliss=-3.60, Synergy_Loewe=-2.73, Synergy_HSA=-1.63. (8) Drug 1: CC1CCC2CC(C(=CC=CC=CC(CC(C(=O)C(C(C(=CC(C(=O)CC(OC(=O)C3CCCCN3C(=O)C(=O)C1(O2)O)C(C)CC4CCC(C(C4)OC)O)C)C)O)OC)C)C)C)OC. Drug 2: C(CN)CNCCSP(=O)(O)O. Cell line: PC-3. Synergy scores: CSS=38.9, Synergy_ZIP=1.79, Synergy_Bliss=0.856, Synergy_Loewe=-76.9, Synergy_HSA=2.21.